Dataset: Catalyst prediction with 721,799 reactions and 888 catalyst types from USPTO. Task: Predict which catalyst facilitates the given reaction. (1) Reactant: Br.[OH:2][C:3]1[CH:13]=[CH:12][C:6]2[CH2:7][CH2:8][NH:9][CH2:10][CH2:11][C:5]=2[CH:4]=1.O.C(N(CC)CC)C.[C:22](O[C:22]([O:24][C:25]([CH3:28])([CH3:27])[CH3:26])=[O:23])([O:24][C:25]([CH3:28])([CH3:27])[CH3:26])=[O:23]. Product: [C:25]([O:24][C:22]([N:9]1[CH2:8][CH2:7][C:6]2[CH:12]=[CH:13][C:3]([OH:2])=[CH:4][C:5]=2[CH2:11][CH2:10]1)=[O:23])([CH3:28])([CH3:27])[CH3:26]. The catalyst class is: 1. (2) Reactant: [CH3:1][O:2][C:3]1[CH:27]=[CH:26][C:6]([CH2:7][N:8]2[C:12]3[N:13]=[CH:14][CH:15]=[C:16]([NH:17][CH2:18][CH2:19][N:20]4[CH2:25][CH2:24][O:23][CH2:22][CH2:21]4)[C:11]=3[CH:10]=[N:9]2)=[CH:5][CH:4]=1.[H-].[Na+].F[C:31]1[CH:36]=[CH:35][C:34]([N+:37]([O-:39])=[O:38])=[CH:33][C:32]=1[F:40]. Product: [CH3:1][O:2][C:3]1[CH:4]=[CH:5][C:6]([CH2:7][N:8]2[C:12]3[N:13]=[CH:14][CH:15]=[C:16]([N:17]([C:31]4[CH:36]=[CH:35][C:34]([N+:37]([O-:39])=[O:38])=[CH:33][C:32]=4[F:40])[CH2:18][CH2:19][N:20]4[CH2:21][CH2:22][O:23][CH2:24][CH2:25]4)[C:11]=3[CH:10]=[N:9]2)=[CH:26][CH:27]=1. The catalyst class is: 31. (3) Reactant: [C:1]([C:4]1[CH:5]=[N:6][CH:7]=[CH:8][CH:9]=1)(=O)[CH3:2].Cl.[NH2:11][OH:12].C([O-])(=O)C.[Na+]. Product: [N:6]1[CH:7]=[CH:8][CH:9]=[C:4]([C:1](=[N:11][OH:12])[CH3:2])[CH:5]=1. The catalyst class is: 5. (4) Reactant: [Cl:1][C:2]1[CH:10]=[C:9]2[C:5]([CH:6]=[CH:7][NH:8]2)=[CH:4][CH:3]=1.N1C=CC=CC=1.[Cl:17][CH:18]([C:22]1[CH:27]=[CH:26][CH:25]=[CH:24][CH:23]=1)[C:19](Cl)=[O:20]. The catalyst class is: 11. Product: [Cl:17][CH:18]([C:22]1[CH:27]=[CH:26][CH:25]=[CH:24][CH:23]=1)[C:19]([C:6]1[C:5]2[C:9](=[CH:10][C:2]([Cl:1])=[CH:3][CH:4]=2)[NH:8][CH:7]=1)=[O:20]. (5) Reactant: [OH:1][C:2]1[CH:14]=[CH:13][C:5]2[C:6]([C:9]([F:12])([F:11])[F:10])=[N:7][O:8][C:4]=2[C:3]=1[CH2:15][CH2:16][CH3:17].[Br:18][CH2:19][CH2:20][CH2:21]Br.C(=O)([O-])[O-].[Cs+].[Cs+]. Product: [CH2:15]([C:3]1[C:4]2[O:8][N:7]=[C:6]([C:9]([F:12])([F:11])[F:10])[C:5]=2[CH:13]=[CH:14][C:2]=1[O:1][CH2:21][CH2:20][CH2:19][Br:18])[CH2:16][CH3:17]. The catalyst class is: 3. (6) Reactant: Cl[C:2]1[CH:7]=[C:6]([C:8]([F:11])([F:10])[F:9])[CH:5]=[CH:4][N:3]=1.[NH:12]1[CH2:17][CH2:16][NH:15][CH2:14][CH2:13]1.C(N(CC)CC)C. Product: [F:9][C:8]([F:11])([F:10])[C:6]1[CH:5]=[CH:4][N:3]=[C:2]([N:12]2[CH2:17][CH2:16][NH:15][CH2:14][CH2:13]2)[CH:7]=1. The catalyst class is: 3. (7) Reactant: F[C:2]1[CH:3]=[C:4]([CH:7]=[CH:8][CH:9]=1)[C:5]#[N:6].[CH2:10]([C:13]1[CH:18]=[CH:17][C:16]([OH:19])=[CH:15][CH:14]=1)[CH2:11][CH3:12].C(=O)([O-])[O-].[Cs+].[Cs+].Cl. Product: [CH2:10]([C:13]1[CH:18]=[CH:17][C:16]([O:19][C:2]2[CH:3]=[C:4]([CH:7]=[CH:8][CH:9]=2)[C:5]#[N:6])=[CH:15][CH:14]=1)[CH2:11][CH3:12]. The catalyst class is: 3. (8) Reactant: [C:1]([C:5]1[CH:13]=[CH:12][C:8]([C:9]([OH:11])=O)=[CH:7][CH:6]=1)([CH3:4])([CH3:3])[CH3:2].CN1CCN(C)CC1.ClC1N=C(OC)N=C(OC)N=1.[CH2:33]([NH2:40])[C:34]1[CH:39]=[CH:38][CH:37]=[CH:36][CH:35]=1.C(O)(=O)CC(CC(O)=O)(C(O)=O)O. Product: [CH2:33]([NH:40][C:9](=[O:11])[C:8]1[CH:7]=[CH:6][C:5]([C:1]([CH3:2])([CH3:3])[CH3:4])=[CH:13][CH:12]=1)[C:34]1[CH:39]=[CH:38][CH:37]=[CH:36][CH:35]=1. The catalyst class is: 410. (9) Product: [ClH:1].[Cl:1][C:2]1[CH:34]=[CH:33][C:5]2[CH:6]=[C:7]([S:10]([N:13]3[CH2:18][CH2:17][N:16]([CH2:19][CH:20]4[CH2:25][CH2:24][N:23]([C:26]5[CH:31]=[CH:30][N:29]=[CH:28][CH:27]=5)[CH2:22][CH2:21]4)[C:15](=[O:32])[CH2:14]3)(=[O:12])=[O:11])[CH2:8][O:9][C:4]=2[CH:3]=1. The catalyst class is: 13. Reactant: [Cl:1][C:2]1[CH:34]=[CH:33][C:5]2[CH:6]=[C:7]([S:10]([N:13]3[CH2:18][CH2:17][N:16]([CH2:19][CH:20]4[CH2:25][CH2:24][N:23]([C:26]5[CH:31]=[CH:30][N:29]=[CH:28][CH:27]=5)[CH2:22][CH2:21]4)[C:15](=[O:32])[CH2:14]3)(=[O:12])=[O:11])[CH2:8][O:9][C:4]=2[CH:3]=1.Cl. (10) Reactant: C[O:2][C:3]([CH:5]1[CH2:10][CH2:9][N:8]([C:11]2[CH:16]=[CH:15][C:14]([NH:17][C:18]([C:20]3[N:21]=[C:22]([C:29]4[CH:34]=[CH:33][CH:32]=[CH:31][CH:30]=4)[O:23][C:24]=3[C:25]([F:28])([F:27])[F:26])=[O:19])=[CH:13][CH:12]=2)[CH2:7][CH2:6]1)=[O:4].[OH-].[Na+]. Product: [C:29]1([C:22]2[O:23][C:24]([C:25]([F:26])([F:27])[F:28])=[C:20]([C:18]([NH:17][C:14]3[CH:13]=[CH:12][C:11]([N:8]4[CH2:7][CH2:6][CH:5]([C:3]([OH:4])=[O:2])[CH2:10][CH2:9]4)=[CH:16][CH:15]=3)=[O:19])[N:21]=2)[CH:34]=[CH:33][CH:32]=[CH:31][CH:30]=1. The catalyst class is: 92.